This data is from Full USPTO retrosynthesis dataset with 1.9M reactions from patents (1976-2016). The task is: Predict the reactants needed to synthesize the given product. (1) The reactants are: [CH:1](O)=O.[Br:4][CH2:5][CH2:6][CH2:7][CH2:8][CH2:9][CH2:10][CH2:11][CH2:12][CH2:13][CH2:14][CH2:15][CH2:16][O:17][C:18]1[CH:24]=[CH:23][C:21]([NH2:22])=[C:20]([N+:25]([O-])=O)[CH:19]=1.[Cl-].[NH4+]. Given the product [Br:4][CH2:5][CH2:6][CH2:7][CH2:8][CH2:9][CH2:10][CH2:11][CH2:12][CH2:13][CH2:14][CH2:15][CH2:16][O:17][C:18]1[CH:24]=[CH:23][C:21]2[NH:22][CH:1]=[N:25][C:20]=2[CH:19]=1, predict the reactants needed to synthesize it. (2) Given the product [C:1]([O:5][C:6]([N:8]1[CH2:11][CH:10]([N:17]2[CH2:18][CH2:19][CH:14]([OH:13])[CH2:15][CH2:16]2)[CH2:9]1)=[O:7])([CH3:4])([CH3:3])[CH3:2], predict the reactants needed to synthesize it. The reactants are: [C:1]([O:5][C:6]([N:8]1[CH2:11][C:10](=O)[CH2:9]1)=[O:7])([CH3:4])([CH3:3])[CH3:2].[OH:13][CH:14]1[CH2:19][CH2:18][NH:17][CH2:16][CH2:15]1.C(O[BH-](OC(=O)C)OC(=O)C)(=O)C.[Na+]. (3) Given the product [CH:15]1[C:24]2[C:19](=[CH:20][CH:21]=[CH:22][CH:23]=2)[CH:18]=[CH:17][C:16]=1[S:25]([N:4]1[CH2:5][CH2:6][NH:1][C:2](=[O:7])[CH2:3]1)(=[O:26])=[O:27], predict the reactants needed to synthesize it. The reactants are: [NH:1]1[CH2:6][CH2:5][NH:4][CH2:3][C:2]1=[O:7].C(N(CC)CC)C.[CH:15]1[C:24]2[C:19](=[CH:20][CH:21]=[CH:22][CH:23]=2)[CH:18]=[CH:17][C:16]=1[S:25](Cl)(=[O:27])=[O:26]. (4) Given the product [C:25]([O:29][C:30]([N:32]1[CH2:40][C:39]2[C:34](=[CH:35][CH:36]=[C:37]([CH:41]=[C:21]([F:23])[F:22])[CH:38]=2)[CH2:33]1)=[O:31])([CH3:28])([CH3:27])[CH3:26], predict the reactants needed to synthesize it. The reactants are: C1(P(C2C=CC=CC=2)C2C=CC=CC=2)C=CC=CC=1.Br[C:21](Br)([F:23])[F:22].[C:25]([O:29][C:30]([N:32]1[CH2:40][C:39]2[C:34](=[CH:35][CH:36]=[C:37]([CH:41]=O)[CH:38]=2)[CH2:33]1)=[O:31])([CH3:28])([CH3:27])[CH3:26]. (5) Given the product [C:14]1([C:12]2[N:11]=[C:10]([C:20]3[CH:21]=[CH:22][CH:23]=[CH:24][CH:25]=3)[N:9]=[C:8]([C:4]3[CH:3]=[C:2]([C:29]4[CH:34]=[C:33]([C:35]5[CH:40]=[CH:39][CH:38]=[CH:37][CH:36]=5)[CH:32]=[C:31]([C:41]5[CH:42]=[CH:43][C:44]6[N:45]([C:54]7[CH:59]=[CH:58][CH:57]=[CH:56][CH:55]=7)[C:46]7[C:51]([C:52]=6[CH:53]=5)=[CH:50][CH:49]=[CH:48][CH:47]=7)[CH:30]=4)[CH:7]=[CH:6][CH:5]=3)[N:13]=2)[CH:19]=[CH:18][CH:17]=[CH:16][CH:15]=1, predict the reactants needed to synthesize it. The reactants are: Br[C:2]1[CH:3]=[C:4]([C:8]2[N:13]=[C:12]([C:14]3[CH:19]=[CH:18][CH:17]=[CH:16][CH:15]=3)[N:11]=[C:10]([C:20]3[CH:25]=[CH:24][CH:23]=[CH:22][CH:21]=3)[N:9]=2)[CH:5]=[CH:6][CH:7]=1.B([C:29]1[CH:30]=[C:31]([C:41]2[CH:42]=[CH:43][C:44]3[N:45]([C:54]4[CH:59]=[CH:58][CH:57]=[CH:56][CH:55]=4)[C:46]4[C:51]([C:52]=3[CH:53]=2)=[CH:50][CH:49]=[CH:48][CH:47]=4)[CH:32]=[C:33]([C:35]2[CH:40]=[CH:39][CH:38]=[CH:37][CH:36]=2)[CH:34]=1)(O)O.C([O-])([O-])=O.[Na+].[Na+]. (6) Given the product [C:8]([C:3]1([CH3:2])[CH2:4][CH2:5][CH2:6][NH:15]1)#[N:9].[CH3:6][C:5]1[CH2:4][CH2:3][CH2:2][N:9]=1, predict the reactants needed to synthesize it. The reactants are: Cl[CH2:2][CH2:3][CH2:4][C:5](=O)[CH3:6].[C-:8]#[N:9].[Na+].C([O-])(=O)C.[NH4+:15]. (7) The reactants are: [CH3:1][O:2][C:3]1[CH:8]=[CH:7][C:6]([N:9]2[C:13]([CH3:14])=[C:12]([CH:15]=[O:16])[CH:11]=[N:10]2)=[CH:5][CH:4]=1.[CH2:17](O)[CH2:18][OH:19].C1(C)C=CC(S(O)(=O)=O)=CC=1. Given the product [O:16]1[CH2:17][CH2:18][O:19][CH:15]1[C:12]1[CH:11]=[N:10][N:9]([C:6]2[CH:5]=[CH:4][C:3]([O:2][CH3:1])=[CH:8][CH:7]=2)[C:13]=1[CH3:14], predict the reactants needed to synthesize it.